This data is from Catalyst prediction with 721,799 reactions and 888 catalyst types from USPTO. The task is: Predict which catalyst facilitates the given reaction. (1) Reactant: [CH3:1][C:2]([CH3:21])([CH3:20])[CH2:3][CH2:4][CH2:5][CH2:6][C:7]1([CH3:19])[C:16]2[C:11](=[CH:12][CH:13]=[CH:14][CH:15]=2)[C:10]([OH:17])=[CH:9][C:8]1=[O:18].N1C=CC=CC=1.COS([O-])(=O)=O.[CH3:34][S:35][C:36](=[S+]C)[S:37][CH3:38]. Product: [CH3:34][S:35][C:36]([S:37][CH3:38])=[C:9]1[C:8](=[O:18])[C:7]([CH2:6][CH2:5][CH2:4][CH2:3][C:2]([CH3:21])([CH3:20])[CH3:1])([CH3:19])[C:16]2[C:11](=[CH:12][CH:13]=[CH:14][CH:15]=2)[C:10]1=[O:17]. The catalyst class is: 12. (2) Reactant: C[O:2][C:3](=O)[C:4]1[CH:9]=[CH:8][C:7]([Br:10])=[C:6]([CH3:11])[CH:5]=1.[H-].C([Al+]CC(C)C)C(C)C. Product: [Br:10][C:7]1[CH:8]=[CH:9][C:4]([CH2:3][OH:2])=[CH:5][C:6]=1[CH3:11]. The catalyst class is: 207. (3) Product: [CH3:15][N:13]1[CH:14]=[C:10]([C:8]2[CH:9]=[C:4]3[C:5](=[CH:6][C:7]=2[C:16]([F:19])([F:18])[F:17])[NH:20][C:21](=[O:23])[N:46]([NH:45][S:42]([CH3:41])(=[O:44])=[O:43])[C:3]3=[O:2])[N:11]=[N:12]1. Reactant: C[O:2][C:3](=O)[C:4]1[CH:9]=[C:8]([C:10]2[N:11]=[N:12][N:13]([CH3:15])[CH:14]=2)[C:7]([C:16]([F:19])([F:18])[F:17])=[CH:6][C:5]=1[NH:20][C:21]([O:23]C1C=CC(Cl)=CC=1)=O.CCN(C(C)C)C(C)C.[CH3:41][S:42]([NH:45][NH2:46])(=[O:44])=[O:43]. The catalyst class is: 12. (4) Reactant: O=[C:2]([CH:11]1[C:16](=O)[CH2:15][CH2:14][O:13][CH2:12]1)[CH2:3][CH2:4][N:5]1[CH2:9][CH2:8][CH2:7][C:6]1=[O:10].[CH3:18][O:19][C:20]1[CH:21]=[C:22]([NH:32][C:33]([NH2:35])=[NH:34])[CH:23]=[CH:24][C:25]=1[N:26]1[CH:30]=[C:29]([CH3:31])[N:28]=[CH:27]1.C(=O)([O-])[O-].[K+].[K+]. Product: [CH3:18][O:19][C:20]1[CH:21]=[C:22]([NH:32][C:33]2[N:35]=[C:2]([CH2:3][CH2:4][N:5]3[CH2:9][CH2:8][CH2:7][C:6]3=[O:10])[C:11]3[CH2:12][O:13][CH2:14][CH2:15][C:16]=3[N:34]=2)[CH:23]=[CH:24][C:25]=1[N:26]1[CH:30]=[C:29]([CH3:31])[N:28]=[CH:27]1. The catalyst class is: 14. (5) Reactant: [CH3:1][O:2][C:3]1[CH:4]=[CH:5][CH:6]=[C:7]2[C:11]=1[NH:10][CH:9]=[C:8]2[C:12]([OH:14])=O.ON1C2C=CC=CC=2N=N1.CCN=C=NCCCN(C)C.Cl.[CH3:37][C:38]1[CH:39]=[C:40]([CH:43]=[CH:44][CH:45]=1)[CH2:41][NH2:42]. Product: [CH3:1][O:2][C:3]1[CH:4]=[CH:5][CH:6]=[C:7]2[C:11]=1[NH:10][CH:9]=[C:8]2[C:12]([NH:42][CH2:41][C:40]1[CH:43]=[CH:44][CH:45]=[C:38]([CH3:37])[CH:39]=1)=[O:14]. The catalyst class is: 23. (6) Reactant: [Cl:1][C:2]1[CH:7]=[CH:6][C:5]([C:8]2[O:12][N:11]=[CH:10][C:9]=2[CH2:13][CH2:14][C:15](OC)=[O:16])=[CH:4][C:3]=1[CH3:19].[H-].C([Al+]CC(C)C)C(C)C.O.Cl. Product: [Cl:1][C:2]1[CH:7]=[CH:6][C:5]([C:8]2[O:12][N:11]=[CH:10][C:9]=2[CH2:13][CH2:14][CH2:15][OH:16])=[CH:4][C:3]=1[CH3:19]. The catalyst class is: 7. (7) Reactant: [CH3:1][N:2]1[C:6]([C:7]2[S:11][C:10]([C:12]([OH:14])=O)=[CH:9][CH:8]=2)=[CH:5][CH:4]=[N:3]1.C1CN([P+](Br)(N2CCCC2)N2CCCC2)CC1.F[P-](F)(F)(F)(F)F.C(N(C(C)C)CC)(C)C.Cl.[NH2:49][C@@H:50]([CH2:63][C:64]1[CH:69]=[CH:68][CH:67]=[CH:66][C:65]=1[C:70]([F:73])([F:72])[F:71])[CH2:51][N:52]1[C:60](=[O:61])[C:59]2[C:54](=[CH:55][CH:56]=[CH:57][CH:58]=2)[C:53]1=[O:62]. Product: [O:61]=[C:60]1[C:59]2[C:54](=[CH:55][CH:56]=[CH:57][CH:58]=2)[C:53](=[O:62])[N:52]1[CH2:51][C@@H:50]([NH:49][C:12]([C:10]1[S:11][C:7]([C:6]2[N:2]([CH3:1])[N:3]=[CH:4][CH:5]=2)=[CH:8][CH:9]=1)=[O:14])[CH2:63][C:64]1[CH:69]=[CH:68][CH:67]=[CH:66][C:65]=1[C:70]([F:72])([F:71])[F:73]. The catalyst class is: 2. (8) Reactant: [Si]([O:8][CH:9]1[CH2:14][CH2:13][N:12]([C:15]2[CH:24]=[C:23]([C:25]([NH:27][C:28]3[C:37]([CH3:38])=[CH:36][C:31]([C:32]([O:34][CH3:35])=[O:33])=[CH:30][C:29]=3[CH3:39])=[O:26])[C:22]3[C:17](=[CH:18][CH:19]=[CH:20][CH:21]=3)[N:16]=2)[CH2:11][CH2:10]1)(C(C)(C)C)(C)C.[N+](CCCC)(CCCC)(CCCC)CCCC.[F-]. Product: [OH:8][CH:9]1[CH2:10][CH2:11][N:12]([C:15]2[CH:24]=[C:23]([C:25]([NH:27][C:28]3[C:29]([CH3:39])=[CH:30][C:31]([C:32]([O:34][CH3:35])=[O:33])=[CH:36][C:37]=3[CH3:38])=[O:26])[C:22]3[C:17](=[CH:18][CH:19]=[CH:20][CH:21]=3)[N:16]=2)[CH2:13][CH2:14]1. The catalyst class is: 1.